Task: Regression. Given a peptide amino acid sequence and an MHC pseudo amino acid sequence, predict their binding affinity value. This is MHC class I binding data.. Dataset: Peptide-MHC class I binding affinity with 185,985 pairs from IEDB/IMGT The peptide sequence is SITEVECFL. The MHC is HLA-A01:01 with pseudo-sequence HLA-A01:01. The binding affinity (normalized) is 0.